From a dataset of Forward reaction prediction with 1.9M reactions from USPTO patents (1976-2016). Predict the product of the given reaction. Given the reactants C([O:5][C:6](=[O:38])[C:7]1[CH:12]=[CH:11][CH:10]=[CH:9][C:8]=1[C:13]1[CH:18]=[CH:17][N:16]=[C:15]([C:19](=[O:37])[NH:20][C@H:21]([CH2:29][C:30]2[CH:35]=[CH:34][CH:33]=[CH:32][C:31]=2[Cl:36])[C@H:22]([C:24]([O:26]CC)=[O:25])[OH:23])[CH:14]=1)(C)(C)C.[C:39]([OH:45])([C:41]([F:44])([F:43])[F:42])=[O:40].C(Cl)Cl.[OH-].[Na+], predict the reaction product. The product is: [C:24]([C@H:22]([OH:23])[C@H:21]([NH:20][C:19]([C:15]1[CH:14]=[C:13]([C:8]2[CH:9]=[CH:10][CH:11]=[CH:12][C:7]=2[C:6]([OH:38])=[O:5])[CH:18]=[CH:17][N:16]=1)=[O:37])[CH2:29][C:30]1[CH:35]=[CH:34][CH:33]=[CH:32][C:31]=1[Cl:36])([OH:26])=[O:25].[C:39]([OH:45])([C:41]([F:44])([F:43])[F:42])=[O:40].